Dataset: NCI-60 drug combinations with 297,098 pairs across 59 cell lines. Task: Regression. Given two drug SMILES strings and cell line genomic features, predict the synergy score measuring deviation from expected non-interaction effect. (1) Drug 1: CC12CCC(CC1=CCC3C2CCC4(C3CC=C4C5=CN=CC=C5)C)O. Drug 2: CN1C(=O)N2C=NC(=C2N=N1)C(=O)N. Cell line: MOLT-4. Synergy scores: CSS=0.538, Synergy_ZIP=2.51, Synergy_Bliss=0.701, Synergy_Loewe=-14.3, Synergy_HSA=-7.61. (2) Drug 1: CC12CCC3C(C1CCC2=O)CC(=C)C4=CC(=O)C=CC34C. Drug 2: CC(C)CN1C=NC2=C1C3=CC=CC=C3N=C2N. Cell line: HT29. Synergy scores: CSS=10.6, Synergy_ZIP=0.914, Synergy_Bliss=0.874, Synergy_Loewe=-0.0920, Synergy_HSA=-0.890. (3) Drug 1: C1CC(=O)NC(=O)C1N2C(=O)C3=CC=CC=C3C2=O. Drug 2: N.N.Cl[Pt+2]Cl. Cell line: A498. Synergy scores: CSS=30.2, Synergy_ZIP=-8.34, Synergy_Bliss=-2.42, Synergy_Loewe=-12.2, Synergy_HSA=-4.35.